Regression. Given two drug SMILES strings and cell line genomic features, predict the synergy score measuring deviation from expected non-interaction effect. From a dataset of NCI-60 drug combinations with 297,098 pairs across 59 cell lines. (1) Drug 1: CNC(=O)C1=CC=CC=C1SC2=CC3=C(C=C2)C(=NN3)C=CC4=CC=CC=N4. Drug 2: CC(C)(C#N)C1=CC(=CC(=C1)CN2C=NC=N2)C(C)(C)C#N. Cell line: NCI/ADR-RES. Synergy scores: CSS=1.17, Synergy_ZIP=0.261, Synergy_Bliss=-1.47, Synergy_Loewe=-0.875, Synergy_HSA=-1.96. (2) Drug 1: CN(C)N=NC1=C(NC=N1)C(=O)N. Synergy scores: CSS=0.692, Synergy_ZIP=0.556, Synergy_Bliss=2.61, Synergy_Loewe=0.775, Synergy_HSA=1.28. Cell line: NCI/ADR-RES. Drug 2: C1=CC=C(C(=C1)C(C2=CC=C(C=C2)Cl)C(Cl)Cl)Cl.